From a dataset of HIV replication inhibition screening data with 41,000+ compounds from the AIDS Antiviral Screen. Binary Classification. Given a drug SMILES string, predict its activity (active/inactive) in a high-throughput screening assay against a specified biological target. The drug is c1ccc(-c2ccccn2)nc1. The result is 0 (inactive).